This data is from Full USPTO retrosynthesis dataset with 1.9M reactions from patents (1976-2016). The task is: Predict the reactants needed to synthesize the given product. (1) Given the product [N:1]1([C:7]2[CH:12]=[CH:11][C:10]3[NH:13][C:15](=[O:16])[NH:14][C:9]=3[CH:8]=2)[CH2:6][CH2:5][O:4][CH2:3][CH2:2]1, predict the reactants needed to synthesize it. The reactants are: [N:1]1([C:7]2[CH:8]=[C:9]([NH2:14])[C:10]([NH2:13])=[CH:11][CH:12]=2)[CH2:6][CH2:5][O:4][CH2:3][CH2:2]1.[C:15](N1C=CN=C1)(N1C=CN=C1)=[O:16]. (2) Given the product [I:10][C:2]1[CH:7]=[CH:6][N:5]=[C:4]([S:8][CH3:9])[N:3]=1, predict the reactants needed to synthesize it. The reactants are: Cl[C:2]1[CH:7]=[CH:6][N:5]=[C:4]([S:8][CH3:9])[N:3]=1.[IH:10]. (3) The reactants are: Br.[NH2:2][CH2:3][C:4]1[CH:5]=[CH:6][C:7]([I:14])=[C:8]([CH:13]=1)[C:9]([O:11]C)=[O:10].[C:15](O[C:15]([O:17][C:18]([CH3:21])([CH3:20])[CH3:19])=[O:16])([O:17][C:18]([CH3:21])([CH3:20])[CH3:19])=[O:16]. Given the product [C:18]([O:17][C:15]([NH:2][CH2:3][C:4]1[CH:5]=[CH:6][C:7]([I:14])=[C:8]([CH:13]=1)[C:9]([OH:11])=[O:10])=[O:16])([CH3:21])([CH3:20])[CH3:19], predict the reactants needed to synthesize it. (4) Given the product [Br:14][C:10]1[C:4]2[S:5][C:6]([N+:7]([O-:9])=[O:8])=[C:2]([NH:19][C:18]3[CH:20]=[CH:21][CH:22]=[C:16]([Cl:15])[CH:17]=3)[C:3]=2[CH:13]=[CH:12][CH:11]=1, predict the reactants needed to synthesize it. The reactants are: Br[C:2]1[C:3]2[CH:13]=[CH:12][CH:11]=[C:10]([Br:14])[C:4]=2[S:5][C:6]=1[N+:7]([O-:9])=[O:8].[Cl:15][C:16]1[CH:17]=[C:18]([CH:20]=[CH:21][CH:22]=1)[NH2:19]. (5) The reactants are: [C:1]1([C:22]2[CH:27]=[CH:26][CH:25]=[CH:24][CH:23]=2)[CH:6]=[CH:5][C:4]([CH2:7][CH:8]2[C:17]3[C:12](=[CH:13][C:14]([O:20][CH3:21])=[C:15]([O:18][CH3:19])[CH:16]=3)[CH2:11][CH2:10][NH:9]2)=[CH:3][CH:2]=1.Cl.[CH2:29]([O:36]C1C=C2C(=CC=1[O:36][CH2:29][C:30]1[CH:35]=[CH:34][CH:33]=[CH:32][CH:31]=1)C(CC1C=CC(C3C=CC=CC=3)=CC=1)NCC2)[C:30]1[CH:35]=[CH:34][CH:33]=[CH:32][CH:31]=1.[OH-].[Na+].C(Cl)(=O)C1C=CC=CC=1. Given the product [C:1]1([C:22]2[CH:27]=[CH:26][CH:25]=[CH:24][CH:23]=2)[CH:2]=[CH:3][C:4]([CH2:7][CH:8]2[C:17]3[C:12](=[CH:13][C:14]([O:20][CH3:21])=[C:15]([O:18][CH3:19])[CH:16]=3)[CH2:11][CH2:10][N:9]2[C:29]([C:30]2[CH:35]=[CH:34][CH:33]=[CH:32][CH:31]=2)=[O:36])=[CH:5][CH:6]=1, predict the reactants needed to synthesize it. (6) Given the product [Cl:15][C:16]1[CH:17]=[C:18]([C:2]2[N:7]=[N:6][C:5]([NH2:8])=[N:4][C:3]=2[C:9]2[CH:14]=[CH:13][CH:12]=[CH:11][CH:10]=2)[CH:19]=[CH:20][C:21]=1[F:22], predict the reactants needed to synthesize it. The reactants are: Br[C:2]1[N:7]=[N:6][C:5]([NH2:8])=[N:4][C:3]=1[C:9]1[CH:14]=[CH:13][CH:12]=[CH:11][CH:10]=1.[Cl:15][C:16]1[CH:17]=[C:18](B(O)O)[CH:19]=[CH:20][C:21]=1[F:22].